From a dataset of Forward reaction prediction with 1.9M reactions from USPTO patents (1976-2016). Predict the product of the given reaction. (1) Given the reactants [CH:1]1([SH:6])[CH2:5][CH2:4][CH2:3][CH2:2]1.[H-].[Na+].CS([C:13]1[S:14][C:15]([C:23]2[CH:27]=[CH:26][NH:25][N:24]=2)=[C:16]2[CH2:21][CH2:20][CH2:19][C:18](=[O:22])[C:17]=12)(=O)=O, predict the reaction product. The product is: [CH:1]1([S:6][C:13]2[S:14][C:15]([C:23]3[CH:27]=[CH:26][NH:25][N:24]=3)=[C:16]3[CH2:21][CH2:20][CH2:19][C:18](=[O:22])[C:17]=23)[CH2:5][CH2:4][CH2:3][CH2:2]1. (2) Given the reactants [F:1][C:2]1[CH:7]=[CH:6][C:5]([C:8]2[O:9][CH:10]=[CH:11][CH:12]=2)=[CH:4][CH:3]=1.C([Li])CCC.[C:18]([O:22][C:23]([N:25]1[CH2:30][CH2:29][CH2:28][CH2:27][CH:26]1[C:31](=[O:36])N(OC)C)=[O:24])([CH3:21])([CH3:20])[CH3:19].[Cl-].[NH4+], predict the reaction product. The product is: [C:18]([O:22][C:23]([N:25]1[CH2:30][CH2:29][CH2:28][CH2:27][CH:26]1[C:31]([C:10]1[O:9][C:8]([C:5]2[CH:4]=[CH:3][C:2]([F:1])=[CH:7][CH:6]=2)=[CH:12][CH:11]=1)=[O:36])=[O:24])([CH3:21])([CH3:20])[CH3:19]. (3) Given the reactants ClC1C(OC2C=CC(Cl)=C(C(F)(F)F)C=2)=CC(F)=C(C=1)C(O)=O.[Cl:24][C:25]1[C:26]([CH2:35][O:36][C:37]2[CH:38]=[N:39][C:40]([O:44][CH:45]([CH3:47])[CH3:46])=[C:41]([Cl:43])[CH:42]=2)=[CH:27][C:28]([F:34])=[C:29]([CH:33]=1)[C:30](O)=[O:31].[CH3:48][N:49](C)[S:50]([NH2:53])(=[O:52])=[O:51].CNS(N)(=O)=O, predict the reaction product. The product is: [Cl:24][C:25]1[C:26]([CH2:35][O:36][C:37]2[CH:38]=[N:39][C:40]([O:44][CH:45]([CH3:47])[CH3:46])=[C:41]([Cl:43])[CH:42]=2)=[CH:27][C:28]([F:34])=[C:29]([CH:33]=1)[C:30]([NH:53][S:50](=[O:52])(=[O:51])[NH:49][CH3:48])=[O:31]. (4) The product is: [Cl:20][C:15]1[N:16]=[C:17]([O:11][C:2]2[CH:3]=[CH:4][C:5]3[C:10](=[CH:9][CH:8]=[CH:7][CH:6]=3)[CH:1]=2)[N:18]=[C:13]([NH2:12])[N:14]=1. Given the reactants [CH:1]1[C:10]2[C:5](=[CH:6][CH:7]=[CH:8][CH:9]=2)[CH:4]=[CH:3][C:2]=1[OH:11].[NH2:12][C:13]1[N:18]=[C:17](Cl)[N:16]=[C:15]([Cl:20])[N:14]=1.C(=O)([O-])[O-].[K+].[K+], predict the reaction product. (5) Given the reactants [CH3:1][C:2]1[N:7]=[C:6]2[S:8][C:9]3[CH2:14][CH2:13][CH2:12][CH2:11][C:10]=3[C:5]2=[C:4]([C:15]2[CH:20]=[CH:19][C:18]([Cl:21])=[C:17]([Cl:22])[CH:16]=2)[C:3]=1[CH2:23][C:24]([O:26][CH3:27])=[O:25].[Li+].C[Si]([N-][Si](C)(C)C)(C)C.[CH2:38]1[CH2:42]OC[CH2:39]1.ICCC, predict the reaction product. The product is: [CH3:1][C:2]1[N:7]=[C:6]2[S:8][C:9]3[CH2:14][CH2:13][CH2:12][CH2:11][C:10]=3[C:5]2=[C:4]([C:15]2[CH:20]=[CH:19][C:18]([Cl:21])=[C:17]([Cl:22])[CH:16]=2)[C:3]=1[CH:23]([CH2:39][CH2:38][CH3:42])[C:24]([O:26][CH3:27])=[O:25]. (6) Given the reactants [C:1]([O:5][C:6]([NH:8][CH:9]([C:11]1[NH:12][C:13]([C:21]2[CH:30]=[CH:29][CH:28]=[C:27]3[C:22]=2[N:23]=[C:24]([NH:32][CH2:33][C:34](F)([F:36])[F:35])[C:25]([CH3:31])=[N:26]3)=[CH:14][C:15]=1[C:16]([O:18][CH2:19][CH3:20])=[O:17])[CH3:10])=[O:7])([CH3:4])([CH3:3])[CH3:2].BrCC(C1C=CC=C2C=1N=C(NCC(F)F)C(C)=N2)=O.C(OC(N[C@H](C)C(=O)CC(OCC)=O)=O)(C)(C)C.C([O-])([O-])=O.[K+].[K+], predict the reaction product. The product is: [C:1]([O:5][C:6]([NH:8][CH:9]([C:11]1[NH:12][C:13]([C:21]2[CH:30]=[CH:29][CH:28]=[C:27]3[C:22]=2[N:23]=[C:24]([NH:32][CH2:33][CH:34]([F:35])[F:36])[C:25]([CH3:31])=[N:26]3)=[CH:14][C:15]=1[C:16]([O:18][CH2:19][CH3:20])=[O:17])[CH3:10])=[O:7])([CH3:2])([CH3:4])[CH3:3]. (7) Given the reactants C(N(CC)CC)C.O=C1C2NC=CC=2C2C=C(S(=O)(=O)NC3C=CC=CC=3)C=CC=2N1.C(C([O-])=O)C.[CH3:37][NH:38][CH2:39][C:40]([NH2:42])=[O:41].Cl[S:44]([C:47]1[CH:56]=[CH:55][C:54]2[NH:53][C:52](=[O:57])[C:51]3[NH:58][CH:59]=[C:60]([C:61]([OH:63])=[O:62])[C:50]=3[C:49]=2[CH:48]=1)(=[O:46])=[O:45], predict the reaction product. The product is: [C:40]([CH2:39][N:38]([CH3:37])[S:44]([C:47]1[CH:56]=[CH:55][C:54]2[NH:53][C:52](=[O:57])[C:51]3[NH:58][CH:59]=[C:60]([C:61]([OH:63])=[O:62])[C:50]=3[C:49]=2[CH:48]=1)(=[O:46])=[O:45])(=[O:41])[NH2:42].